Dataset: Full USPTO retrosynthesis dataset with 1.9M reactions from patents (1976-2016). Task: Predict the reactants needed to synthesize the given product. Given the product [F:10][C:9]([F:11])([F:12])[C:7]1[CH:6]=[C:5]([S:13]([NH:16][C:17]2[CH:23]=[CH:22][CH:21]=[CH:20][C:18]=2[NH:19][C:34]([NH:33][C:28]2[CH:29]=[CH:30][CH:31]=[CH:32][C:27]=2[Br:26])=[O:35])(=[O:14])=[O:15])[CH:4]=[C:3]([C:2]([F:24])([F:1])[F:25])[CH:8]=1, predict the reactants needed to synthesize it. The reactants are: [F:1][C:2]([F:25])([F:24])[C:3]1[CH:4]=[C:5]([S:13]([NH:16][C:17]2[CH:23]=[CH:22][CH:21]=[CH:20][C:18]=2[NH2:19])(=[O:15])=[O:14])[CH:6]=[C:7]([C:9]([F:12])([F:11])[F:10])[CH:8]=1.[Br:26][C:27]1[CH:32]=[CH:31][CH:30]=[CH:29][C:28]=1[N:33]=[C:34]=[O:35].